Dataset: Full USPTO retrosynthesis dataset with 1.9M reactions from patents (1976-2016). Task: Predict the reactants needed to synthesize the given product. (1) Given the product [N:1]1([C:5]([C:7]2[CH:16]=[CH:15][C:14]3[C:9](=[C:10]([C:27]4[CH:26]=[CH:25][C:24]([C:22]5[CH:21]=[N:20][N:19]([CH3:18])[CH:23]=5)=[CH:29][CH:28]=4)[CH:11]=[N:12][CH:13]=3)[N:8]=2)=[O:6])[CH2:4][CH2:3][CH2:2]1, predict the reactants needed to synthesize it. The reactants are: [N:1]1([C:5]([C:7]2[CH:16]=[CH:15][C:14]3[C:9](=[C:10](Br)[CH:11]=[N:12][CH:13]=3)[N:8]=2)=[O:6])[CH2:4][CH2:3][CH2:2]1.[CH3:18][N:19]1[CH:23]=[C:22]([C:24]2[CH:29]=[CH:28][C:27](B3OC(C)(C)C(C)(C)O3)=[CH:26][CH:25]=2)[CH:21]=[N:20]1.C(Cl)Cl.C(=O)([O-])[O-].[Na+].[Na+].O. (2) Given the product [Cl:14][C:15]1[C:16]([C:12]#[N:13])=[C:17]([Cl:50])[C:18]2[N:19]([CH:21]=[CH:22][N:23]=2)[N:20]=1, predict the reactants needed to synthesize it. The reactants are: O=C1NN2C=CN=C2C(=O)C1[C:12]#[N:13].[Cl:14][C:15]1[CH:16]=[C:17](N(CC2C=CC(OC)=CC=2)C2C=CC=CC=2)[C:18]2[N:19]([C:21](C=CC3C=CN=CC=3)=[CH:22][N:23]=2)[N:20]=1.O=P(Cl)(Cl)[Cl:50]. (3) Given the product [CH:33]([NH:32][C:7]([C:6]1[S:5][C:4](/[CH:10]=[CH:11]/[C:12]2[N:13]([CH3:23])[N:14]=[N:15][C:16]=2[C:17]2[CH:22]=[CH:21][CH:20]=[CH:19][N:18]=2)=[N:3][C:2]=1[CH3:1])=[O:9])([CH3:38])[CH3:34], predict the reactants needed to synthesize it. The reactants are: [CH3:1][C:2]1[N:3]=[C:4](/[CH:10]=[CH:11]/[C:12]2[N:13]([CH3:23])[N:14]=[N:15][C:16]=2[C:17]2[CH:22]=[CH:21][CH:20]=[CH:19][N:18]=2)[S:5][C:6]=1[C:7]([OH:9])=O.CN(C(O[N:32]1N=N[C:34]2C=CC=[CH:38][C:33]1=2)=[N+](C)C)C.[B-](F)(F)(F)F.CCN(C(C)C)C(C)C.C(N)(C)C. (4) Given the product [F:22][C:23]1[CH:24]=[C:25]([N:38]2[CH2:42][C@H:41]([CH2:43][N:44]3[CH:48]=[CH:47][N:46]=[N:45]3)[O:40][C:39]2=[O:49])[CH:26]=[CH:27][C:28]=1[C:2]1[CH:3]=[CH:4][C:5]([C:8]2[CH2:12][C@@H:11]([CH2:13][NH:14][C:15](=[O:21])[O:16][C:17]([CH3:20])([CH3:19])[CH3:18])[O:10][N:9]=2)=[N:6][CH:7]=1, predict the reactants needed to synthesize it. The reactants are: Br[C:2]1[CH:3]=[CH:4][C:5]([C:8]2[CH2:12][CH:11]([CH2:13][NH:14][C:15](=[O:21])[O:16][C:17]([CH3:20])([CH3:19])[CH3:18])[O:10][N:9]=2)=[N:6][CH:7]=1.[F:22][C:23]1[CH:24]=[C:25]([N:38]2[CH2:42][C@H:41]([CH2:43][N:44]3[CH:48]=[CH:47][N:46]=[N:45]3)[O:40][C:39]2=[O:49])[CH:26]=[CH:27][C:28]=1B1OC(C)(C)C(C)(C)O1.C(=O)([O-])[O-].[K+].[K+]. (5) Given the product [C:25]([O:29][C:30]([N:5]([CH2:6][C:7]1[CH:8]=[C:9]([CH:14]=[C:15]([CH3:17])[CH:16]=1)[C:10]([O:12][CH3:13])=[O:11])[CH2:1][CH2:2][CH2:3][CH3:4])=[O:31])([CH3:28])([CH3:27])[CH3:26], predict the reactants needed to synthesize it. The reactants are: [CH2:1]([NH:5][CH2:6][C:7]1[CH:8]=[C:9]([CH:14]=[C:15]([CH3:17])[CH:16]=1)[C:10]([O:12][CH3:13])=[O:11])[CH2:2][CH2:3][CH3:4].C(N(CC)CC)C.[C:25]([O:29][C:30](O[C:30]([O:29][C:25]([CH3:28])([CH3:27])[CH3:26])=[O:31])=[O:31])([CH3:28])([CH3:27])[CH3:26]. (6) Given the product [C:19]([O:18][C:16]([N:5]([CH2:4][C:3]([OH:23])=[O:2])[CH2:6][C:7]([N:9]1[CH2:13][CH2:12][CH2:11][CH:10]1[C:14]#[N:15])=[O:8])=[O:17])([CH3:22])([CH3:20])[CH3:21], predict the reactants needed to synthesize it. The reactants are: C[O:2][C:3](=[O:23])[CH2:4][N:5]([C:16]([O:18][C:19]([CH3:22])([CH3:21])[CH3:20])=[O:17])[CH2:6][C:7]([N:9]1[CH2:13][CH2:12][CH2:11][CH:10]1[C:14]#[N:15])=[O:8].[Li+].[OH-]. (7) Given the product [C:11]([NH:14][C:15]1[S:16][C:17]([S:20]([N:6]([CH3:7])[CH2:5][C:4]([N:3]([CH2:9][CH3:10])[CH2:1][CH3:2])=[O:8])(=[O:21])=[O:22])=[CH:18][N:19]=1)(=[O:13])[CH3:12], predict the reactants needed to synthesize it. The reactants are: [CH2:1]([N:3]([CH2:9][CH3:10])[C:4](=[O:8])[CH2:5][NH:6][CH3:7])[CH3:2].[C:11]([NH:14][C:15]1[S:16][C:17]([S:20](Cl)(=[O:22])=[O:21])=[CH:18][N:19]=1)(=[O:13])[CH3:12].CCN(C(C)C)C(C)C. (8) Given the product [C:1]1(=[O:17])[CH2:16][CH2:15][CH2:14][CH2:13][CH2:12][CH2:11][CH2:10][CH2:9][CH2:8][CH2:7][CH2:6][CH2:5][CH2:4][CH2:3][CH2:2]1, predict the reactants needed to synthesize it. The reactants are: [C:1]1(=[O:17])[CH2:16][CH2:15][CH2:14][CH2:13][CH2:12][CH2:11][CH2:10][CH:9]=[CH:8][CH2:7][CH2:6][CH2:5][CH2:4][CH2:3][CH2:2]1.[H][H]. (9) The reactants are: Cl[C:2]1[CH:21]=[C:20]([NH:22][CH:23]([CH3:25])[CH3:24])[C:5]([C:6]([NH:8][CH2:9][CH2:10][C@H:11]([NH:13][C:14]([NH:16][CH:17]([CH3:19])[CH3:18])=[O:15])[CH3:12])=[O:7])=[CH:4][N:3]=1.[NH2:26][C:27]1[C:34]([F:35])=[CH:33][C:30]([C:31]#[N:32])=[CH:29][N:28]=1.CC1(C)C2C(=C(P(C3C=CC=CC=3)C3C=CC=CC=3)C=CC=2)OC2C(P(C3C=CC=CC=3)C3C=CC=CC=3)=CC=CC1=2.C([O-])([O-])=O.[Cs+].[Cs+]. Given the product [C:31]([C:30]1[CH:33]=[C:34]([F:35])[C:27]([NH:26][C:2]2[CH:21]=[C:20]([NH:22][CH:23]([CH3:25])[CH3:24])[C:5]([C:6]([NH:8][CH2:9][CH2:10][C@H:11]([NH:13][C:14]([NH:16][CH:17]([CH3:19])[CH3:18])=[O:15])[CH3:12])=[O:7])=[CH:4][N:3]=2)=[N:28][CH:29]=1)#[N:32], predict the reactants needed to synthesize it.